Dataset: Catalyst prediction with 721,799 reactions and 888 catalyst types from USPTO. Task: Predict which catalyst facilitates the given reaction. (1) Reactant: Br[CH2:2][C:3]1[CH:4]=[C:5]([CH:8]=[CH:9][CH:10]=1)[C:6]#[N:7].C(N(C(C)C)C(C)C)C.[CH3:20][O:21][CH2:22][CH2:23][OH:24]. Product: [CH3:20][O:21][CH2:22][CH2:23][O:24][CH2:2][C:3]1[CH:4]=[C:5]([CH:8]=[CH:9][CH:10]=1)[C:6]#[N:7]. The catalyst class is: 25. (2) Reactant: C(OC([N:8]1[CH2:13][CH2:12][N:11]([C:14]2[C:15]3[C:22]([C:23]4[S:24][CH:25]=[CH:26][CH:27]=4)=[CH:21][N:20]([S:28]([C:31]4[CH:36]=[CH:35][CH:34]=[CH:33][CH:32]=4)(=[O:30])=[O:29])[C:16]=3[N:17]=[CH:18][N:19]=2)[CH2:10][CH2:9]1)=O)(C)(C)C.[ClH:37].O1CCOCC1. Product: [ClH:37].[ClH:37].[C:31]1([S:28]([N:20]2[C:16]3[N:17]=[CH:18][N:19]=[C:14]([N:11]4[CH2:10][CH2:9][NH:8][CH2:13][CH2:12]4)[C:15]=3[C:22]([C:23]3[S:24][CH:25]=[CH:26][CH:27]=3)=[CH:21]2)(=[O:30])=[O:29])[CH:32]=[CH:33][CH:34]=[CH:35][CH:36]=1. The catalyst class is: 440. (3) Reactant: C(O[C:4]([C:6]1[C:7](=[O:23])[N:8]([CH2:18][CH2:19][CH:20]([CH3:22])[CH3:21])[N:9]=[C:10]([C:13]2[S:14][CH:15]=[CH:16][CH:17]=2)[C:11]=1[OH:12])=O)C.[NH2:24][C:25]1[CH:30]=[CH:29][C:28]([I:31])=[CH:27][C:26]=1[S:32]([NH2:35])(=[O:34])=[O:33]. Product: [OH:12][C:11]1[C:10]([C:13]2[S:14][CH:15]=[CH:16][CH:17]=2)=[N:9][N:8]([CH2:18][CH2:19][CH:20]([CH3:21])[CH3:22])[C:7](=[O:23])[C:6]=1[C:4]1[NH:24][C:25]2[CH:30]=[CH:29][C:28]([I:31])=[CH:27][C:26]=2[S:32](=[O:34])(=[O:33])[N:35]=1. The catalyst class is: 17.